Dataset: Forward reaction prediction with 1.9M reactions from USPTO patents (1976-2016). Task: Predict the product of the given reaction. (1) Given the reactants [Br:1][C:2]1[CH:3]=[C:4]([CH:6]=[C:7]([C:9]([F:12])([F:11])[F:10])[CH:8]=1)[NH2:5].[CH3:13][C:14](=O)[CH2:15][CH2:16][C:17](=O)[CH3:18], predict the reaction product. The product is: [Br:1][C:2]1[CH:3]=[C:4]([N:5]2[C:17]([CH3:18])=[CH:16][CH:15]=[C:14]2[CH3:13])[CH:6]=[C:7]([C:9]([F:10])([F:11])[F:12])[CH:8]=1. (2) Given the reactants [Br:1][C:2]1[C:3]([O:21][C:22]2[C:27]([F:28])=[CH:26][CH:25]=[CH:24][C:23]=2[F:29])=[C:4]([Cl:20])[C:5]([NH:8][C:9]([NH:11]C(=O)C2C=CC=CC=2)=[S:10])=[N:6][CH:7]=1.[OH-].[Na+], predict the reaction product. The product is: [Br:1][C:2]1[C:3]([O:21][C:22]2[C:27]([F:28])=[CH:26][CH:25]=[CH:24][C:23]=2[F:29])=[C:4]([Cl:20])[C:5]([NH:8][C:9]([NH2:11])=[S:10])=[N:6][CH:7]=1. (3) Given the reactants [N+:1]([O-:4])(O)=[O:2].[Br:5][C:6]1[CH:7]=[C:8]([CH:11]=[CH:12][CH:13]=1)[CH:9]=[O:10], predict the reaction product. The product is: [Br:5][C:6]1[CH:13]=[CH:12][C:11]([N+:1]([O-:4])=[O:2])=[C:8]([CH:7]=1)[CH:9]=[O:10]. (4) Given the reactants [CH:1]([O:4][C:5]1[C:14]2[C:9](=[CH:10][C:11](OS(C(F)(F)F)(=O)=O)=[CH:12][CH:13]=2)[CH:8]=[C:7]([NH:23][C:24]2[CH:28]=[C:27]([CH3:29])[NH:26][N:25]=2)[N:6]=1)([CH3:3])[CH3:2].[CH3:30][N:31]1[CH2:36][CH2:35][NH:34][CH2:33][CH2:32]1, predict the reaction product. The product is: [CH:1]([O:4][C:5]1[C:14]2[C:9](=[CH:10][C:11]([N:34]3[CH2:35][CH2:36][N:31]([CH3:30])[CH2:32][CH2:33]3)=[CH:12][CH:13]=2)[CH:8]=[C:7]([NH:23][C:24]2[CH:28]=[C:27]([CH3:29])[NH:26][N:25]=2)[N:6]=1)([CH3:3])[CH3:2]. (5) Given the reactants [CH2:1]([C@@H:4]1[CH2:8][N:7]([C:9]([O:11][C:12]([CH3:15])(C)C)=[O:10])[C@H:6]([C:16]([OH:18])=[O:17])[CH2:5]1)[CH:2]=[CH2:3].C(O)(C(F)(F)F)=O.C(ON1C(=O)CCC1=O)(OCC1[C:42]2[C:37](=[CH:38][CH:39]=[CH:40][CH:41]=2)[C:36]2[C:31]1=[CH:32][CH:33]=[CH:34][CH:35]=2)=O.Cl, predict the reaction product. The product is: [CH:41]1[C:42]2[CH:15]([CH2:12][O:11][C:9]([N:7]3[CH2:8][C@@H:4]([CH2:1][CH:2]=[CH2:3])[CH2:5][C@H:6]3[C:16]([OH:18])=[O:17])=[O:10])[C:31]3[C:36](=[CH:35][CH:34]=[CH:33][CH:32]=3)[C:37]=2[CH:38]=[CH:39][CH:40]=1. (6) Given the reactants [F:1][C:2]([F:27])([F:26])[C:3]1[CH:25]=[CH:24][CH:23]=[CH:22][C:4]=1[O:5][CH:6]1[CH2:11][CH2:10][N:9]([C:12]2[N:17]=[N:16][C:15]([C:18]([O:20]C)=O)=[CH:14][CH:13]=2)[CH2:8][CH2:7]1.O.[NH2:29][NH2:30], predict the reaction product. The product is: [F:27][C:2]([F:1])([F:26])[C:3]1[CH:25]=[CH:24][CH:23]=[CH:22][C:4]=1[O:5][CH:6]1[CH2:7][CH2:8][N:9]([C:12]2[N:17]=[N:16][C:15]([C:18]([NH:29][NH2:30])=[O:20])=[CH:14][CH:13]=2)[CH2:10][CH2:11]1. (7) Given the reactants C(O)(C(F)(F)F)=O.C(OC(=O)[N:14]([CH2:18][CH2:19][CH2:20][N:21]1[C:25]([NH2:26])=[C:24]([C:27](=[O:29])[NH2:28])[N:23]=[C:22]1[S:30][C:31]1[C:36]([Cl:37])=[CH:35][C:34]([C:38]([F:41])([F:40])[F:39])=[CH:33][N:32]=1)[CH:15]([CH3:17])[CH3:16])(C)(C)C, predict the reaction product. The product is: [NH2:26][C:25]1[N:21]([CH2:20][CH2:19][CH2:18][NH:14][CH:15]([CH3:17])[CH3:16])[C:22]([S:30][C:31]2[C:36]([Cl:37])=[CH:35][C:34]([C:38]([F:41])([F:40])[F:39])=[CH:33][N:32]=2)=[N:23][C:24]=1[C:27]([NH2:28])=[O:29].